From a dataset of Experimentally validated miRNA-target interactions with 360,000+ pairs, plus equal number of negative samples. Binary Classification. Given a miRNA mature sequence and a target amino acid sequence, predict their likelihood of interaction. (1) The miRNA is hsa-miR-4270 with sequence UCAGGGAGUCAGGGGAGGGC. The protein sequence of the target gene is MPLSVHHHVALDVVVGLVSILSFLLDLVADLWAVVQYVLLGRYLWAALVLVLLGQASVLLQLFSWLWLTADPTELHHSQLSRPFLALLHLLQLGYLYRCLHGMHQGLSMCYQEMPSECDLAYADFLSLDISMLKLFESFLEATPQLTLVLAIVLQNGQAEYYQWFGISSSFLGISWALLDYHRSLRTCLPSKPRLGRSSSAIYFLWNLLLLGPRICAIALFSAVFPYYVALHFFSLWLVLLFWIWLQGTNFMPDSKGEWLYRVTMALILYFSWFNVSGGRTRGRAVIHLIFIFSDSVLLV.... Result: 0 (no interaction). (2) The miRNA is hsa-miR-766-3p with sequence ACUCCAGCCCCACAGCCUCAGC. Result: 1 (interaction). The protein sequence of the target gene is MGQKGHKDSLYPCGGTPESSLHEALDQCMTALDLFLTNQFSEALSYLKPRTKESMYHSLTYATILEMQAMMTFDPQDILLAGNMMKEAQMLCQRHRRKSSVTDSFSSLVNRPTLGQFTEEEIHAEVCYAECLLQRAALTFLQGSSHGGAVRPRALHDPSHACSCPPGPGRQHLFLLQDENMVSFIKGGIKVRNSYQTYKELDSLVQSSQYCKGENHPHFEGGVKLGVGAFNLTLSMLPTRILRLLEFVGFSGNKDYGLLQLEEGASGHSFRSVLCVMLLLCYHTFLTFVLGTGNVNIEEA....